Task: Predict hERG channel inhibition at various concentrations.. Dataset: hERG Central: cardiac toxicity at 1µM, 10µM, and general inhibition The molecule is O=C(Nc1ccc(Oc2cccnc2)cc1)C1CCN(Cc2ccc(F)cc2)CC1. Results: hERG_inhib (hERG inhibition (general)): blocker.